The task is: Predict the product of the given reaction.. This data is from Forward reaction prediction with 1.9M reactions from USPTO patents (1976-2016). (1) Given the reactants CC1(C)[CH2:11][CH2:10][C:9]([CH3:13])([CH3:12])[C:8]2[CH:7]=[C:6]([C:14]#[C:15][C:16]([O:18][CH2:19]C)=[O:17])[CH:5]=[CH:4][C:3]1=2.CC1(C)C2C(=CC=C(C#C)C=2)[S:26]CC1.COC(Cl)=O.C([Li])CCC, predict the reaction product. The product is: [CH3:12][C:9]1([CH3:13])[C:8]2[C:3](=[CH:4][CH:5]=[C:6]([C:14]#[C:15][C:16]([O:18][CH3:19])=[O:17])[CH:7]=2)[S:26][CH2:11][CH2:10]1. (2) Given the reactants [Cl:1][C:2]1[CH:7]=[CH:6][C:5]([C:8]2[CH:13]=[CH:12][CH:11]=[CH:10][C:9]=2[CH:14]([NH:16][S:17]([C:20]2[CH:25]=[CH:24][C:23]([O:26][CH3:27])=[CH:22][C:21]=2[O:28][CH3:29])(=[O:19])=[O:18])[CH3:15])=[C:4](F)[CH:3]=1.C(=O)([O-])[O-].[K+].[K+], predict the reaction product. The product is: [Cl:1][C:2]1[CH:7]=[CH:6][C:5]2[C:8]3[C:9]([CH:14]([CH3:15])[N:16]([S:17]([C:20]4[CH:25]=[CH:24][C:23]([O:26][CH3:27])=[CH:22][C:21]=4[O:28][CH3:29])(=[O:19])=[O:18])[C:4]=2[CH:3]=1)=[CH:10][CH:11]=[CH:12][CH:13]=3. (3) Given the reactants Cl.C([N:9]1[CH2:14][CH2:13][CH2:12][C:11](=O)[CH2:10]1)C1C=CC=CC=1.C(N(CC)CC)C.C(OC([N:30]1[CH2:35][CH2:34][NH:33][CH2:32][CH2:31]1)=O)(C)(C)C.C(O[BH-](OC(=O)C)OC(=O)C)(=O)C.[Na+], predict the reaction product. The product is: [N:30]1([CH:11]2[CH2:12][CH2:13][CH2:14][NH:9][CH2:10]2)[CH2:35][CH2:34][NH:33][CH2:32][CH2:31]1. (4) Given the reactants [CH3:1][C@H:2]1[CH2:6][CH2:5][CH2:4][NH:3]1.Br[C:8]1[N:33]=[C:11]2[CH:12]=[C:13]([NH:16][C:17]([C:19]3[N:23]([CH3:24])[N:22]=[CH:21][C:20]=3[C:25]3[S:26][CH:27]=[C:28]([CH:30]([F:32])[F:31])[N:29]=3)=[O:18])[CH:14]=[CH:15][N:10]2[N:9]=1, predict the reaction product. The product is: [F:32][CH:30]([F:31])[C:28]1[N:29]=[C:25]([C:20]2[CH:21]=[N:22][N:23]([CH3:24])[C:19]=2[C:17]([NH:16][C:13]2[CH:14]=[CH:15][N:10]3[N:9]=[C:8]([N:3]4[CH2:4][CH2:5][CH2:6][C@@H:2]4[CH3:1])[N:33]=[C:11]3[CH:12]=2)=[O:18])[S:26][CH:27]=1. (5) Given the reactants [N+:1]([C:4]1[CH:5]=[C:6]([OH:10])[CH:7]=[CH:8][CH:9]=1)([O-:3])=[O:2].[Cl:11][C:12]1[C:13]([C:21]([NH2:23])=[O:22])=[N:14][C:15]([CH2:19][CH3:20])=[C:16](Cl)[N:17]=1.C(N(C(C)C)CC)(C)C.O1CCOCC1, predict the reaction product. The product is: [Cl:11][C:12]1[C:13]([C:21]([NH2:23])=[O:22])=[N:14][C:15]([CH2:19][CH3:20])=[C:16]([O:10][C:6]2[CH:7]=[CH:8][CH:9]=[C:4]([N+:1]([O-:3])=[O:2])[CH:5]=2)[N:17]=1. (6) Given the reactants [CH2:1]([O:3][C:4](=[O:20])[C@@H:5]([O:18][CH3:19])[CH2:6][C:7]1[CH:12]=[CH:11][C:10]([O:13][CH2:14][CH2:15][CH2:16]Br)=[CH:9][CH:8]=1)[CH3:2].[OH:21][C:22]1[CH:27]=[CH:26][C:25]([N:28]2[CH2:33][CH2:32][NH:31][CH2:30][CH2:29]2)=[CH:24][CH:23]=1, predict the reaction product. The product is: [CH2:1]([O:3][C:4](=[O:20])[C@@H:5]([O:18][CH3:19])[CH2:6][C:7]1[CH:12]=[CH:11][C:10]([O:13][CH2:14][CH2:15][CH2:16][O:21][C:22]2[CH:23]=[CH:24][C:25]([N:28]3[CH2:33][CH2:32][NH:31][CH2:30][CH2:29]3)=[CH:26][CH:27]=2)=[CH:9][CH:8]=1)[CH3:2]. (7) Given the reactants Cl[C:2]1[CH:7]=[C:6]([CH:8]2[CH2:10][CH2:9]2)[N:5]=[C:4]([C:11]2[CH:16]=[CH:15][CH:14]=[C:13]([Cl:17])[CH:12]=2)[N:3]=1.[NH2:18][C:19]1[CH:27]=[CH:26][C:22]([CH2:23][CH2:24][OH:25])=[CH:21][CH:20]=1, predict the reaction product. The product is: [Cl:17][C:13]1[CH:12]=[C:11]([C:4]2[N:3]=[C:2]([NH:18][C:19]3[CH:27]=[CH:26][C:22]([CH2:23][CH2:24][OH:25])=[CH:21][CH:20]=3)[CH:7]=[C:6]([CH:8]3[CH2:10][CH2:9]3)[N:5]=2)[CH:16]=[CH:15][CH:14]=1. (8) Given the reactants [CH2:1]([O:4][C:5]1[CH:53]=[CH:52][CH:51]=[CH:50][C:6]=1[C:7]([C:9]1[CH:18]=[C:17]([C:19]([O:21][CH3:22])=[O:20])[C:16]2([C:23]([O:25][CH3:26])=[O:24])[N:11]([CH2:12][CH2:13][C:14]3[C:33]4[C:28](=[CH:29][CH:30]=[C:31]([O:34][CH2:35][C:36](=[O:49])[NH:37][CH2:38][CH2:39][CH2:40][CH2:41][NH:42]C(=O)C(C)(C)C)[CH:32]=4)[NH:27][C:15]=32)[CH:10]=1)=[O:8])[CH:2]=[CH2:3].C1(C)C=CC=CC=1.C(Cl)(Cl)Cl.CO, predict the reaction product. The product is: [CH2:1]([O:4][C:5]1[CH:53]=[CH:52][CH:51]=[CH:50][C:6]=1[C:7]([C:9]1[CH:18]=[C:17]([C:19]([O:21][CH3:22])=[O:20])[C:16]2([C:23]([O:25][CH3:26])=[O:24])[N:11]([CH2:12][CH2:13][C:14]3[C:33]4[C:28](=[CH:29][CH:30]=[C:31]([O:34][CH2:35][C:36]([NH:37][CH2:38][CH2:39][CH2:40][CH2:41][NH2:42])=[O:49])[CH:32]=4)[NH:27][C:15]=32)[CH:10]=1)=[O:8])[CH:2]=[CH2:3].